This data is from Full USPTO retrosynthesis dataset with 1.9M reactions from patents (1976-2016). The task is: Predict the reactants needed to synthesize the given product. Given the product [CH:20]1([NH:21][C:22](=[O:38])[C:23]2[CH:24]=[CH:25][C:26]([CH3:39])=[C:27]([C:2]3[CH:16]=[CH:15][C:5]4[C:6]([N:9]5[CH2:14][CH2:13][O:12][CH2:11][CH2:10]5)=[N:7][O:8][C:4]=4[CH:3]=3)[CH:28]=2)[CH2:17][CH2:19]1, predict the reactants needed to synthesize it. The reactants are: Br[C:2]1[CH:16]=[CH:15][C:5]2[C:6]([N:9]3[CH2:14][CH2:13][O:12][CH2:11][CH2:10]3)=[N:7][O:8][C:4]=2[CH:3]=1.[CH:17]1([CH2:20][NH:21][C:22](=[O:38])[C:23]2[CH:28]=[CH:27][CH:26]=[C:25](B3OC(C)(C)C(C)(C)O3)[CH:24]=2)[CH2:19]C1.[C:39](=O)([O-])[O-].[Na+].[Na+].